Predict which catalyst facilitates the given reaction. From a dataset of Catalyst prediction with 721,799 reactions and 888 catalyst types from USPTO. (1) Product: [CH2:1]([O:3][C:4]([C:7]1[CH:11]=[C:10]([NH:12][C:13]([NH:49][C:48]2[CH:50]=[CH:51][CH:52]=[C:46]([S:45][C:33]3[C:32]4[C:37](=[CH:38][C:39]([O:40][CH2:41][CH2:42][O:43][CH3:44])=[C:30]([O:29][CH3:28])[CH:31]=4)[N:36]=[CH:35][N:34]=3)[CH:47]=2)=[O:21])[N:9]([C:22]2[CH:23]=[CH:24][CH:25]=[CH:26][CH:27]=2)[N:8]=1)([CH3:5])[CH3:6])[CH3:2]. The catalyst class is: 1. Reactant: [CH2:1]([O:3][C:4]([C:7]1[CH:11]=[C:10]([NH:12][C:13](=[O:21])OC2C=CC=CC=2)[N:9]([C:22]2[CH:27]=[CH:26][CH:25]=[CH:24][CH:23]=2)[N:8]=1)([CH3:6])[CH3:5])[CH3:2].[CH3:28][O:29][C:30]1[CH:31]=[C:32]2[C:37](=[CH:38][C:39]=1[O:40][CH2:41][CH2:42][O:43][CH3:44])[N:36]=[CH:35][N:34]=[C:33]2[S:45][C:46]1[CH:47]=[C:48]([CH:50]=[CH:51][CH:52]=1)[NH2:49].C(N(CC)C(C)C)(C)C. (2) Reactant: [CH3:1][C:2]([OH:7])([CH3:6])[CH2:3][CH2:4][OH:5].C(N(CC)CC)C.[CH3:15][C:16]1[CH:21]=[CH:20][C:19]([S:22](Cl)(=[O:24])=[O:23])=[CH:18][CH:17]=1. Product: [CH3:15][C:16]1[CH:21]=[CH:20][C:19]([S:22]([O:5][CH2:4][CH2:3][C:2]([OH:7])([CH3:6])[CH3:1])(=[O:24])=[O:23])=[CH:18][CH:17]=1. The catalyst class is: 2. (3) Reactant: [NH:1]1[CH:5]=[C:4]([C:6]2[CH:35]=[CH:34][C:9]3[N:10]([C:13]4[CH:14]=[C:15]([NH:27][S:28]([CH:31]5[CH2:33][CH2:32]5)(=[O:30])=[O:29])[CH:16]=[C:17]([C:19]5[CH:24]=[CH:23][C:22]([F:25])=[CH:21][C:20]=5[F:26])[CH:18]=4)[CH:11]=[N:12][C:8]=3[CH:7]=2)[CH:3]=[N:2]1.[C:36](Cl)(=[O:38])[CH3:37]. Product: [C:36]([N:1]1[CH:5]=[C:4]([C:6]2[CH:35]=[CH:34][C:9]3[N:10]([C:13]4[CH:14]=[C:15]([NH:27][S:28]([CH:31]5[CH2:32][CH2:33]5)(=[O:29])=[O:30])[CH:16]=[C:17]([C:19]5[CH:24]=[CH:23][C:22]([F:25])=[CH:21][C:20]=5[F:26])[CH:18]=4)[CH:11]=[N:12][C:8]=3[CH:7]=2)[CH:3]=[N:2]1)(=[O:38])[CH3:37]. The catalyst class is: 2. (4) Reactant: Cl[C:2]1[N:7]=[C:6]([C:8]2[CH:13]=[CH:12][CH:11]=[CH:10][CH:9]=2)[N:5]=[C:4]([C:14]([NH:16][C:17]2[CH:22]=[CH:21][CH:20]=[CH:19][C:18]=2[C:23]2[S:24][C:25]3[C:30]([N:31]=2)=[CH:29][CH:28]=[CH:27][N:26]=3)=[O:15])[CH:3]=1.CS(C)=O.[O-:36][CH2:37][CH3:38].[K+]. Product: [CH2:37]([O:36][C:2]1[N:7]=[C:6]([C:8]2[CH:13]=[CH:12][CH:11]=[CH:10][CH:9]=2)[N:5]=[C:4]([C:14]([NH:16][C:17]2[CH:22]=[CH:21][CH:20]=[CH:19][C:18]=2[C:23]2[S:24][C:25]3[C:30]([N:31]=2)=[CH:29][CH:28]=[CH:27][N:26]=3)=[O:15])[CH:3]=1)[CH3:38]. The catalyst class is: 357.